From a dataset of Forward reaction prediction with 1.9M reactions from USPTO patents (1976-2016). Predict the product of the given reaction. (1) Given the reactants [Cl:1][C:2]1[CH:3]=[C:4]([CH:13]=[CH:14][CH:15]=1)[CH2:5][C:6]1[CH:7]=[C:8]([CH2:11][OH:12])[S:9][CH:10]=1.CC(OI1(OC(C)=O)(OC(C)=O)OC(=O)C2C=CC=CC1=2)=O, predict the reaction product. The product is: [Cl:1][C:2]1[CH:3]=[C:4]([CH:13]=[CH:14][CH:15]=1)[CH2:5][C:6]1[CH:7]=[C:8]([CH:11]=[O:12])[S:9][CH:10]=1. (2) Given the reactants [C:1]([O:5][C:6](=[O:19])C/N=C/CC(C)(C)CCN=[N+]=[N-])([CH3:4])([CH3:3])[CH3:2].ClC1C(F)=C(/C=C(/C2C=CC(Cl)=CC=2F)\C#N)C=CC=1.C(N(CC)CC)C.C1[CH2:57][CH2:56][N:55]2C(=[N:51][CH2:52][CH2:53][CH2:54]2)CC1, predict the reaction product. The product is: [C:1]([O:5][C:6]([CH:56]1[CH2:57][CH:53]([C:52]#[N:51])[CH2:54][NH:55]1)=[O:19])([CH3:4])([CH3:3])[CH3:2]. (3) Given the reactants [Cl:1][C:2]1[CH:3]=[C:4](Br)[CH:5]=[CH:6][CH:7]=1.[Li]CCCC.CCCCCC.[CH3:20][C:21]1[S:25][CH:24]=[N:23][C:22]=1[CH:26]=[O:27], predict the reaction product. The product is: [Cl:1][C:2]1[CH:3]=[C:4]([CH:26]([C:22]2[N:23]=[CH:24][S:25][C:21]=2[CH3:20])[OH:27])[CH:5]=[CH:6][CH:7]=1. (4) Given the reactants [C:1]([C:5]1[N:10]=[C:9]2[NH:11][N:12]=[CH:13][C:8]2=[C:7]([N:14]2[CH2:18][CH2:17][C:16]([F:20])([F:19])[CH2:15]2)[N:6]=1)([CH3:4])([CH3:3])[CH3:2].[Cl:21][C:22]1[C:27]([CH2:28]Cl)=[CH:26][CH:25]=[CH:24][N:23]=1, predict the reaction product. The product is: [C:1]([C:5]1[N:10]=[C:9]2[N:11]([CH2:28][C:27]3[C:22]([Cl:21])=[N:23][CH:24]=[CH:25][CH:26]=3)[N:12]=[CH:13][C:8]2=[C:7]([N:14]2[CH2:18][CH2:17][C:16]([F:19])([F:20])[CH2:15]2)[N:6]=1)([CH3:4])([CH3:2])[CH3:3].